This data is from Reaction yield outcomes from USPTO patents with 853,638 reactions. The task is: Predict the reaction yield, written as a fraction of the theoretical maximum amount of product (1.0 means a 100% yield; for example, 0.34 means a 34% yield). (1) The product is [N:10]1([C:2]2[CH:3]=[C:4]([CH2:5][OH:6])[CH:7]=[CH:8][CH:9]=2)[CH:14]=[CH:13][N:12]=[CH:11]1. The catalyst is CN(C=O)C.[Cu]. The reactants are I[C:2]1[CH:3]=[C:4]([CH:7]=[CH:8][CH:9]=1)[CH2:5][OH:6].[NH:10]1[CH:14]=[CH:13][N:12]=[CH:11]1.C(=O)([O-])[O-].[K+].[K+].[F-].[K+]. The yield is 0.720. (2) The reactants are [Li]CCCC.Cl[CH2:7][CH2:8][CH2:9][S:10]([O:13][CH2:14][CH2:15][CH2:16][CH3:17])(=[O:12])=[O:11].[CH2:18](Cl)[O:19][CH2:20][C:21]1[CH:26]=[CH:25][CH:24]=[CH:23][CH:22]=1. The catalyst is C1COCC1. The product is [CH2:20]([O:19][CH2:18][C:9]1([S:10]([O:13][CH2:14][CH2:15][CH2:16][CH3:17])(=[O:12])=[O:11])[CH2:7][CH2:8]1)[C:21]1[CH:26]=[CH:25][CH:24]=[CH:23][CH:22]=1. The yield is 0.800. (3) The reactants are [OH:1][C:2]1[N:9]=[CH:8][CH:7]=[CH:6][C:3]=1[CH:4]=[O:5].C(=O)([O-])[O-].[K+].[K+].Br[CH2:17][CH2:18][CH2:19][CH2:20][CH2:21][C:22]([O:24][CH2:25][CH3:26])=[O:23]. The catalyst is CN(C=O)C.O. The product is [CH:4]([C:3]1[C:2]([O:1][CH2:17][CH2:18][CH2:19][CH2:20][CH2:21][C:22]([O:24][CH2:25][CH3:26])=[O:23])=[N:9][CH:8]=[CH:7][CH:6]=1)=[O:5]. The yield is 0.0920. (4) The catalyst is CO. The product is [F:1][C:2]1[CH:9]=[C:8]([C:10]2[O:11][CH:23]=[N:22][CH:21]=2)[CH:7]=[CH:6][C:3]=1[C:4]#[N:5]. The yield is 0.790. The reactants are [F:1][C:2]1[CH:9]=[C:8]([CH:10]=[O:11])[CH:7]=[CH:6][C:3]=1[C:4]#[N:5].C1(C)C=CC(S([CH2:21][N+:22]#[C-:23])(=O)=O)=CC=1.C(=O)([O-])[O-].[K+].[K+]. (5) The reactants are Cl.Cl.[Br:3][C:4]1[CH:5]=[C:6]([CH:37]=[C:38]([C:40]([F:43])([F:42])[F:41])[CH:39]=1)[C:7]([N:9]([CH2:11][C@H:12]([C:30]1[CH:35]=[CH:34][C:33]([F:36])=[CH:32][CH:31]=1)[CH2:13][CH2:14][N:15]1[CH2:18][CH:17]([N:19]2[CH2:24][CH2:23][N:22]3[C:25](=[O:29])[CH2:26]CC[CH:21]3[CH2:20]2)[CH2:16]1)[CH3:10])=[O:8].C(N(CC)CC)C.Cl.Cl.C(N1CCN(C2CNC2)CC1)(=O)C.C(O[BH-](OC(=O)C)OC(=O)C)(=O)C.[Na+]. The catalyst is CO.O. The product is [Br:3][C:4]1[CH:5]=[C:6]([CH:37]=[C:38]([C:40]([F:41])([F:42])[F:43])[CH:39]=1)[C:7]([N:9]([CH2:11][C@H:12]([C:30]1[CH:35]=[CH:34][C:33]([F:36])=[CH:32][CH:31]=1)[CH2:13][CH2:14][N:15]1[CH2:18][CH:17]([N:19]2[CH2:20][CH2:21][N:22]([C:25](=[O:29])[CH3:26])[CH2:23][CH2:24]2)[CH2:16]1)[CH3:10])=[O:8]. The yield is 0.540. (6) The reactants are C(OC([C:11]1[C:19]2[C:14](=[CH:15][CH:16]=[C:17](/C=C/C(OC)=O)[CH:18]=2)[NH:13][C:12]=1[CH3:26])=O)C1C=CC=CC=1.CO.[BH4-].[Li+].CCCCCC.[C:37](OCC)(=[O:39])[CH3:38]. The catalyst is C1COCC1. The product is [NH:13]1[C:14]2[C:19](=[CH:18][CH:17]=[CH:16][CH:15]=2)[CH:11]=[C:12]1[CH2:26][CH2:38][CH2:37][OH:39]. The yield is 0.810. (7) The reactants are [Cl:1][C:2]1[CH:3]=[C:4]([C:9]2([C:14]([O:16][CH3:17])=[O:15])[CH2:11][CH:10]2[CH:12]=O)[CH:5]=[CH:6][C:7]=1[Cl:8].[CH3:18][NH2:19].[BH4-].[Na+]. The catalyst is CO. The product is [Cl:1][C:2]1[CH:3]=[C:4]([C:9]2([C:14]([O:16][CH3:17])=[O:15])[CH2:11][CH:10]2[CH2:12][NH:19][CH3:18])[CH:5]=[CH:6][C:7]=1[Cl:8]. The yield is 0.570. (8) The reactants are [C:1]1([CH:7]=[N:8][C:9]([O:11][Si](C)(C)C)=[CH2:10])[CH:6]=[CH:5][CH:4]=[CH:3][CH:2]=1.C(OC([N:21]1[C:29]2[C:24](=[CH:25][CH:26]=[C:27]([Cl:30])[CH:28]=2)/[C:23](=[CH:31]/[C:32]2[CH:37]=[CH:36][CH:35]=[C:34]([Cl:38])[CH:33]=2)/[C:22]1=[O:39])=O)C.CO.[OH-].[Na+]. The catalyst is C1(C)C=CC=CC=1.O. The product is [Cl:30][C:27]1[CH:28]=[C:29]2[NH:21][C:22](=[O:39])[C:23]3([CH:31]([C:32]4[CH:37]=[CH:36][CH:35]=[C:34]([Cl:38])[CH:33]=4)[CH2:11][C:9](=[O:10])[NH:8][CH:7]3[C:1]3[CH:6]=[CH:5][CH:4]=[CH:3][CH:2]=3)[C:24]2=[CH:25][CH:26]=1. The yield is 0.520.